Dataset: Full USPTO retrosynthesis dataset with 1.9M reactions from patents (1976-2016). Task: Predict the reactants needed to synthesize the given product. (1) The reactants are: [CH:1]1([C:4]2[CH:22]=[C:21]([C:23](=[O:29])[NH:24][S:25]([CH3:28])(=[O:27])=[O:26])[C:20]([F:30])=[CH:19][C:5]=2[O:6][CH2:7][CH:8]2[CH2:11][N:10]([C:12](OC(C)(C)C)=O)[CH2:9]2)[CH2:3][CH2:2]1.[F:31][C:32]1[CH:33]=[C:34]([CH:37]=[CH:38][C:39]=1[C:40]([F:43])([F:42])[F:41])C=O. Given the product [CH:1]1([C:4]2[C:5]([O:6][CH2:7][CH:8]3[CH2:11][N:10]([CH2:12][C:34]4[CH:37]=[CH:38][C:39]([C:40]([F:42])([F:43])[F:41])=[C:32]([F:31])[CH:33]=4)[CH2:9]3)=[CH:19][C:20]([F:30])=[C:21]([CH:22]=2)[C:23]([NH:24][S:25]([CH3:28])(=[O:26])=[O:27])=[O:29])[CH2:2][CH2:3]1, predict the reactants needed to synthesize it. (2) Given the product [F:1][C:2]1[CH:3]=[C:4]([CH:9]([C:16]2[CH:17]=[CH:18][C:19]([O:22][CH:23]3[CH2:31][C:30]4[C:25](=[CH:26][CH:27]=[CH:28][CH:29]=4)[CH2:24]3)=[CH:20][CH:21]=2)[CH2:10][C:11]([OH:13])=[O:12])[CH:5]=[C:6]([F:8])[CH:7]=1, predict the reactants needed to synthesize it. The reactants are: [F:1][C:2]1[CH:3]=[C:4]([CH:9]([C:16]2[CH:21]=[CH:20][C:19]([O:22][CH:23]3[CH2:31][C:30]4[C:25](=[CH:26][CH:27]=[CH:28][CH:29]=4)[CH2:24]3)=[CH:18][CH:17]=2)[CH2:10][C:11]([O:13]CC)=[O:12])[CH:5]=[C:6]([F:8])[CH:7]=1.[Li+].[OH-].Cl.